From a dataset of NCI-60 drug combinations with 297,098 pairs across 59 cell lines. Regression. Given two drug SMILES strings and cell line genomic features, predict the synergy score measuring deviation from expected non-interaction effect. (1) Drug 1: CC1=C(N=C(N=C1N)C(CC(=O)N)NCC(C(=O)N)N)C(=O)NC(C(C2=CN=CN2)OC3C(C(C(C(O3)CO)O)O)OC4C(C(C(C(O4)CO)O)OC(=O)N)O)C(=O)NC(C)C(C(C)C(=O)NC(C(C)O)C(=O)NCCC5=NC(=CS5)C6=NC(=CS6)C(=O)NCCC[S+](C)C)O. Drug 2: C(CC(=O)O)C(=O)CN.Cl. Cell line: SNB-75. Synergy scores: CSS=28.6, Synergy_ZIP=-9.67, Synergy_Bliss=-0.583, Synergy_Loewe=-38.4, Synergy_HSA=1.37. (2) Drug 1: C(CC(=O)O)C(=O)CN.Cl. Drug 2: B(C(CC(C)C)NC(=O)C(CC1=CC=CC=C1)NC(=O)C2=NC=CN=C2)(O)O. Cell line: K-562. Synergy scores: CSS=44.8, Synergy_ZIP=1.01, Synergy_Bliss=2.02, Synergy_Loewe=-33.8, Synergy_HSA=-1.11. (3) Drug 1: C1CCC(C1)C(CC#N)N2C=C(C=N2)C3=C4C=CNC4=NC=N3. Drug 2: C1C(C(OC1N2C=NC3=C(N=C(N=C32)Cl)N)CO)O. Cell line: 786-0. Synergy scores: CSS=6.35, Synergy_ZIP=-2.06, Synergy_Bliss=-1.97, Synergy_Loewe=-2.44, Synergy_HSA=-1.24. (4) Drug 1: CN(C)N=NC1=C(NC=N1)C(=O)N. Drug 2: C1=NC2=C(N1)C(=S)N=CN2. Cell line: SW-620. Synergy scores: CSS=-2.74, Synergy_ZIP=-3.03, Synergy_Bliss=-4.33, Synergy_Loewe=-28.8, Synergy_HSA=-9.26.